Task: Predict the product of the given reaction.. Dataset: Forward reaction prediction with 1.9M reactions from USPTO patents (1976-2016) (1) Given the reactants [NH2:1][C@@H:2]1[CH2:6][CH2:5][N:4]([C:7]([C:9]2[CH:10]=[C:11]([CH:24]=[CH:25][C:26]=2[F:27])[CH2:12][C:13]2[C:22]3[C:17](=[CH:18][CH:19]=[CH:20][CH:21]=3)[C:16](=[O:23])[NH:15][N:14]=2)=[O:8])[CH2:3]1.C(O[C:31]1(O[Si](C)(C)C)[CH2:33][CH2:32]1)C.C(O[BH-](OC(=O)C)OC(=O)C)(=O)C.[Na+], predict the reaction product. The product is: [CH:31]1([NH:1][C@@H:2]2[CH2:6][CH2:5][N:4]([C:7]([C:9]3[CH:10]=[C:11]([CH:24]=[CH:25][C:26]=3[F:27])[CH2:12][C:13]3[C:22]4[C:17](=[CH:18][CH:19]=[CH:20][CH:21]=4)[C:16](=[O:23])[NH:15][N:14]=3)=[O:8])[CH2:3]2)[CH2:33][CH2:32]1. (2) Given the reactants [Cl:1][C:2]1[CH:3]=[CH:4][C:5]2[S:9][C:8]([C:10]3[CH:15]=[CH:14][CH:13]=[CH:12][CH:11]=3)=[C:7]([CH3:16])[C:6]=2[CH:17]=1.[Br:18]N1C(=O)CCC1=O.C(OOC(=O)C1C=CC=CC=1)(=O)C1C=CC=CC=1, predict the reaction product. The product is: [Br:18][CH2:16][C:7]1[C:6]2[CH:17]=[C:2]([Cl:1])[CH:3]=[CH:4][C:5]=2[S:9][C:8]=1[C:10]1[CH:15]=[CH:14][CH:13]=[CH:12][CH:11]=1.